From a dataset of Peptide-MHC class I binding affinity with 185,985 pairs from IEDB/IMGT. Regression. Given a peptide amino acid sequence and an MHC pseudo amino acid sequence, predict their binding affinity value. This is MHC class I binding data. (1) The peptide sequence is HPLARTAKV. The MHC is HLA-A02:19 with pseudo-sequence HLA-A02:19. The binding affinity (normalized) is 0.0847. (2) The peptide sequence is WAQSGRRAL. The MHC is HLA-B35:01 with pseudo-sequence HLA-B35:01. The binding affinity (normalized) is 0.477. (3) The peptide sequence is MRHVLEPFR. The MHC is HLA-B27:05 with pseudo-sequence HLA-B27:05. The binding affinity (normalized) is 0.629.